Dataset: Forward reaction prediction with 1.9M reactions from USPTO patents (1976-2016). Task: Predict the product of the given reaction. (1) Given the reactants [Cl:1][C:2]1[CH:3]=[C:4]([C:9]2[N:14]=[C:13]([CH3:15])[N:12]=[C:11]([N:16](CC3C=CC(OC)=CC=3)CC3C=CC(OC)=CC=3)[N:10]=2)[C:5]([F:8])=[N:6][CH:7]=1.FC(F)(F)S(O)(=O)=O, predict the reaction product. The product is: [Cl:1][C:2]1[CH:3]=[C:4]([C:9]2[N:14]=[C:13]([CH3:15])[N:12]=[C:11]([NH2:16])[N:10]=2)[C:5]([F:8])=[N:6][CH:7]=1. (2) Given the reactants [Br:1]Br.[CH3:3][C:4]1([CH3:12])[CH2:11][C:9](=[O:10])[CH2:8][C:6](=[O:7])[CH2:5]1, predict the reaction product. The product is: [Br:1][CH:8]1[C:6](=[O:7])[CH2:5][C:4]([CH3:12])([CH3:3])[CH2:11][C:9]1=[O:10]. (3) Given the reactants [C:1](=O)([O-])[O-].[Cs+].[Cs+].[OH:7][C:8]1[CH:13]=[CH:12][C:11]([CH:14]([CH3:16])[CH3:15])=[CH:10][C:9]=1[C:17]([C:19]1[CH:24]=[CH:23][CH:22]=[CH:21][CH:20]=1)=[O:18].[CH3:25][O:26][C:27](=[O:46])[CH2:28][CH2:29][C:30]1[CH:35]=[CH:34][C:33]([O:36][CH2:37][CH2:38][CH:39](OS(C)(=O)=O)[CH3:40])=[CH:32][CH:31]=1, predict the reaction product. The product is: [CH3:25][O:26][C:27](=[O:46])[CH2:28][CH2:29][C:30]1[CH:35]=[CH:34][C:33]([O:36][CH2:37][CH2:38][CH:39]([O:7][C:8]2[CH:13]=[CH:12][C:11]([CH:14]([CH3:16])[CH3:15])=[CH:10][C:9]=2[C:17](=[O:18])[C:19]2[CH:20]=[CH:21][CH:22]=[CH:23][CH:24]=2)[CH3:40])=[CH:32][C:31]=1[CH3:1]. (4) Given the reactants [Cl:1][C:2]1[N:7]=[CH:6][C:5]2[CH:8]=[N:9][NH:10][C:4]=2[CH:3]=1.C(=O)([O-])[O-].[K+].[K+].Br[CH2:18][C:19]1[CH:24]=[CH:23][CH:22]=[C:21]([N+:25]([O-:27])=[O:26])[CH:20]=1, predict the reaction product. The product is: [Cl:1][C:2]1[N:7]=[CH:6][C:5]2[CH:8]=[N:9][N:10]([CH2:18][C:19]3[CH:24]=[CH:23][CH:22]=[C:21]([N+:25]([O-:27])=[O:26])[CH:20]=3)[C:4]=2[CH:3]=1. (5) Given the reactants Br[C:2]1[CH:7]=[CH:6][C:5]([N:8]2[C:20]3[CH:19]=[CH:18][CH:17]=[CH:16][C:15]=3[C:14]3[C:9]2=[CH:10][CH:11]=[CH:12][CH:13]=3)=[CH:4][CH:3]=1.C([Li])CCC.[B:26](OC)([O:29]C)[O:27]C.Cl, predict the reaction product. The product is: [CH:10]1[C:9]2[N:8]([C:5]3[CH:4]=[CH:3][C:2]([B:26]([OH:29])[OH:27])=[CH:7][CH:6]=3)[C:20]3[C:15](=[CH:16][CH:17]=[CH:18][CH:19]=3)[C:14]=2[CH:13]=[CH:12][CH:11]=1. (6) Given the reactants [Br:1][CH2:2][CH2:3][N:4]([CH2:29][CH2:30][OH:31])[C:5]1[C:22]([N+:23]([O-:25])=[O:24])=[CH:21][C:20]([N+:26]([O-:28])=[O:27])=[CH:19][C:6]=1[C:7]([NH:9][CH2:10][CH2:11][O:12][CH:13]1[CH2:18][CH2:17][CH2:16][CH2:15][O:14]1)=[O:8].N1C=CC=CC=1.[CH3:38][S:39](O[S:39]([CH3:38])(=[O:41])=[O:40])(=[O:41])=[O:40], predict the reaction product. The product is: [CH3:38][S:39]([O:31][CH2:30][CH2:29][N:4]([CH2:3][CH2:2][Br:1])[C:5]1[C:6]([C:7]([NH:9][CH2:10][CH2:11][O:12][CH:13]2[CH2:18][CH2:17][CH2:16][CH2:15][O:14]2)=[O:8])=[CH:19][C:20]([N+:26]([O-:28])=[O:27])=[CH:21][C:22]=1[N+:23]([O-:25])=[O:24])(=[O:41])=[O:40]. (7) Given the reactants [CH3:1][N:2]1[CH2:7][CH2:6][NH:5][CH2:4][CH2:3]1.[C:8]([C:12]1[CH:13]=[C:14]([C:22]2[N:26]([C:27]3[CH:35]=[CH:34][C:30]([C:31]([OH:33])=O)=[CH:29][CH:28]=3)[N:25]=[C:24]([C:36]3[CH:41]=[CH:40][C:39]([C:42]([O:44][CH3:45])=[O:43])=[CH:38][CH:37]=3)[CH:23]=2)[CH:15]=[C:16]([O:18][CH:19]([CH3:21])[CH3:20])[CH:17]=1)([CH3:11])([CH3:10])[CH3:9].ON1C2C=CC=CC=2N=N1.CCN=C=NCCCN(C)C, predict the reaction product. The product is: [C:8]([C:12]1[CH:13]=[C:14]([C:22]2[N:26]([C:27]3[CH:35]=[CH:34][C:30]([C:31]([N:5]4[CH2:6][CH2:7][N:2]([CH3:1])[CH2:3][CH2:4]4)=[O:33])=[CH:29][CH:28]=3)[N:25]=[C:24]([C:36]3[CH:41]=[CH:40][C:39]([C:42]([O:44][CH3:45])=[O:43])=[CH:38][CH:37]=3)[CH:23]=2)[CH:15]=[C:16]([O:18][CH:19]([CH3:21])[CH3:20])[CH:17]=1)([CH3:10])([CH3:9])[CH3:11]. (8) Given the reactants C([O:8][CH2:9][CH2:10][O:11][CH2:12][CH2:13][CH2:14][O:15][CH2:16][C:17]([O:19][C:20]([CH3:23])([CH3:22])[CH3:21])=[O:18])C1C=CC=CC=1.[H][H], predict the reaction product. The product is: [OH:8][CH2:9][CH2:10][O:11][CH2:12][CH2:13][CH2:14][O:15][CH2:16][C:17]([O:19][C:20]([CH3:23])([CH3:22])[CH3:21])=[O:18]. (9) The product is: [F:1][C:2]1[CH:10]=[C:9]([F:11])[CH:8]=[CH:7][C:3]=1[C:4]([NH2:6])=[S:21]. Given the reactants [F:1][C:2]1[CH:10]=[C:9]([F:11])[CH:8]=[CH:7][C:3]=1[C:4]([NH2:6])=O.COC1C=CC(P2(SP(C3C=CC(OC)=CC=3)(=S)S2)=[S:21])=CC=1, predict the reaction product.